From a dataset of Full USPTO retrosynthesis dataset with 1.9M reactions from patents (1976-2016). Predict the reactants needed to synthesize the given product. (1) Given the product [F:14][C:7]([F:13])([C:4]1[CH:5]=[CH:6][N:1]=[CH:2][CH:3]=1)[CH2:8][OH:9], predict the reactants needed to synthesize it. The reactants are: [N:1]1[CH:6]=[CH:5][C:4]([C:7]([F:14])([F:13])[C:8](OCC)=[O:9])=[CH:3][CH:2]=1.C(C1C=CN=C(C#N)C=1)CC=C.[BH4-].[Na+]. (2) Given the product [Cl:1][C:2]1[CH:3]=[CH:4][CH:5]=[C:6]2[C:28]=1[C:9]1([CH2:14][CH2:13][N:12]([C:15]([NH:17][CH:18]3[CH:25]4[CH2:26][CH:21]5[CH2:22][CH:23]([CH2:27][CH:19]3[CH2:20]5)[CH2:24]4)=[O:16])[CH2:11][CH2:10]1)[NH:8][C:7]2([CH3:39])[CH3:38].[C:40]([OH:46])([C:42]([F:45])([F:44])[F:43])=[O:41], predict the reactants needed to synthesize it. The reactants are: [Cl:1][C:2]1[CH:3]=[CH:4][CH:5]=[C:6]2[C:28]=1[C:9]1([CH2:14][CH2:13][N:12]([C:15]([NH:17][CH:18]3[CH:25]4[CH2:26][CH:21]5[CH2:22][CH:23]([CH2:27][CH:19]3[CH2:20]5)[CH2:24]4)=[O:16])[CH2:11][CH2:10]1)[N:8](CC1C=CC(OC)=CC=1)[C:7]2([CH3:39])[CH3:38].[C:40]([OH:46])([C:42]([F:45])([F:44])[F:43])=[O:41]. (3) Given the product [Cl:11][C:9]1[CH:8]=[CH:7][C:6]([O:12][CH3:13])=[C:5]([CH:2]([C:3]#[N:4])[NH:1][C:20]([CH:17]2[CH2:18][CH2:19][O:14][CH2:15][CH2:16]2)=[O:21])[CH:10]=1, predict the reactants needed to synthesize it. The reactants are: [NH2:1][CH:2]([C:5]1[CH:10]=[C:9]([Cl:11])[CH:8]=[CH:7][C:6]=1[O:12][CH3:13])[C:3]#[N:4].[O:14]1[CH2:19][CH2:18][CH:17]([C:20](O)=[O:21])[CH2:16][CH2:15]1.CC(C)CC(N)=O. (4) Given the product [C:1]([C:5]1[CH:10]=[CH:9][C:8]([C:14]2[C:19]([C:8]3[CH:9]=[CH:10][C:5]([C:1]([CH3:4])([CH3:3])[CH3:2])=[CH:6][CH:7]=3)=[CH:18][C:17]3[C:5]([CH3:10])([CH3:6])[C:17]4[C:16](=[CH:15][C:14]([C:8]5[CH:9]=[CH:10][C:5]([C:1]([CH3:4])([CH3:2])[CH3:3])=[CH:6][CH:7]=5)=[C:19]([C:8]5[CH:9]=[CH:10][C:5]([C:1]([CH3:4])([CH3:3])[CH3:2])=[CH:6][CH:7]=5)[CH:18]=4)[C:1]([CH3:3])([CH3:2])[C:16]=3[CH:15]=2)=[CH:7][CH:6]=1)([CH3:4])([CH3:3])[CH3:2], predict the reactants needed to synthesize it. The reactants are: [C:1]([C:5]1[CH:10]=[CH:9][C:8](B(O)O)=[CH:7][CH:6]=1)([CH3:4])([CH3:3])[CH3:2].[CH:14]1[CH:19]=[CH:18][CH:17]=[CH:16][CH:15]=1.C(=O)([O-])[O-].[K+].[K+]. (5) Given the product [CH3:37][C:36]1[C:19]([CH3:18])=[CH:20][C:21]2[NH:25][C:24]([C:26]3[NH:27][N:28]=[C:29]4[C:34]=3[CH2:33][CH2:32][N:31]([C:2]3[CH:7]=[CH:6][C:5]([N+:8]([O-:10])=[O:9])=[CH:4][N:3]=3)[CH2:30]4)=[N:23][C:22]=2[CH:35]=1, predict the reactants needed to synthesize it. The reactants are: Cl[C:2]1[CH:7]=[CH:6][C:5]([N+:8]([O-:10])=[O:9])=[CH:4][N:3]=1.C(=O)([O-])[O-].[K+].[K+].Cl.[CH3:18][C:19]1[C:36]([CH3:37])=[CH:35][C:22]2[NH:23][C:24]([C:26]3[NH:27][N:28]=[C:29]4[C:34]=3[CH2:33][CH2:32][NH:31][CH2:30]4)=[N:25][C:21]=2[CH:20]=1.O. (6) Given the product [F:44][C:45]1[CH:46]=[C:47]([NH:60][C:61]([NH:63][CH2:64][CH2:65][F:66])=[O:62])[CH:48]=[CH:49][C:50]=1[C:12]1[N:13]=[C:8]([C:4]2[CH:5]=[N:6][CH:7]=[C:2]([F:1])[CH:3]=2)[CH:9]=[C:10]([N:16]2[CH2:21][CH2:20][O:19][CH2:18][C@@H:17]2[CH3:22])[N:11]=1, predict the reactants needed to synthesize it. The reactants are: [F:1][C:2]1[CH:3]=[C:4]([C:8]2[N:13]=[C:12](SC)[N:11]=[C:10]([N:16]3[CH2:21][CH2:20][O:19][CH2:18][C@@H:17]3[CH3:22])[CH:9]=2)[CH:5]=[N:6][CH:7]=1.ClC1N=C(N2CCOC[C@@H]2C)C=C(C2C=NC=C(F)C=2)N=1.[F:44][C:45]1[CH:46]=[C:47]([NH:60][C:61]([NH:63][CH2:64][CH2:65][F:66])=[O:62])[CH:48]=[CH:49][C:50]=1B1OC(C)(C)C(C)(C)O1.